From a dataset of Forward reaction prediction with 1.9M reactions from USPTO patents (1976-2016). Predict the product of the given reaction. (1) Given the reactants [Cl:1][C:2]1[N:7]=[CH:6][N:5]=[C:4]([NH:8][CH2:9][C:10]2[CH:15]=[CH:14][C:13]([O:16][CH3:17])=[CH:12][CH:11]=2)[C:3]=1[CH2:18][CH2:19]Cl.CN(C=O)C, predict the reaction product. The product is: [Cl:1][C:2]1[C:3]2[CH2:18][CH2:19][N:8]([CH2:9][C:10]3[CH:15]=[CH:14][C:13]([O:16][CH3:17])=[CH:12][CH:11]=3)[C:4]=2[N:5]=[CH:6][N:7]=1. (2) The product is: [Cl:26][C:23]1[CH:24]=[CH:25][C:20]([C:18]([NH:17][CH:13]([CH2:12][C:7]2[C:5]3[C:4](=[CH:3][CH:2]=[CH:1][CH:6]=3)[NH:11][C:9](=[O:10])[CH:8]=2)[C:14]([O:16][CH2:27][O:28][CH3:29])=[O:15])=[O:19])=[CH:21][CH:22]=1. Given the reactants [CH:1]1[CH:2]=[CH:3][C:4]2[NH:11][C:9](=[O:10])[CH:8]=[C:7]([CH2:12][CH:13]([NH:17][C:18]([C:20]3[CH:21]=[CH:22][C:23]([Cl:26])=[CH:24][CH:25]=3)=[O:19])[C:14]([OH:16])=[O:15])[C:5]=2[CH:6]=1.[CH3:27][O:28][CH2:29]Cl, predict the reaction product. (3) The product is: [OH:13][CH:7]1[C:6]2[CH:5]=[CH:4][C:3]([C:2]([F:15])([F:1])[F:14])=[CH:12][C:11]=2[O:10][CH2:9][CH2:8]1. Given the reactants [F:1][C:2]([F:15])([F:14])[C:3]1[CH:12]=[C:11]2[C:6]([C:7](=[O:13])[CH2:8][CH2:9][O:10]2)=[CH:5][CH:4]=1.[BH4-].[Na+].CC(C)=O, predict the reaction product.